From a dataset of Full USPTO retrosynthesis dataset with 1.9M reactions from patents (1976-2016). Predict the reactants needed to synthesize the given product. (1) Given the product [F:1][C:2]1[CH:3]=[CH:4][C:5]([C:8]2[C:12]([CH2:13][CH2:41][C:42]3[CH:47]=[CH:46][CH:45]=[CH:44][CH:43]=3)=[CH:11][N:10]([CH2:18][C:19]3[CH:38]=[CH:37][C:22]([CH2:23][O:24][C:25]4[CH:30]=[CH:29][C:28]([CH2:31][CH2:32][C:33]([OH:35])=[O:34])=[CH:27][CH:26]=4)=[CH:21][CH:20]=3)[N:9]=2)=[CH:6][CH:7]=1, predict the reactants needed to synthesize it. The reactants are: [F:1][C:2]1[CH:7]=[CH:6][C:5]([C:8]2[C:12]([CH:13]=O)=[CH:11][NH:10][N:9]=2)=[CH:4][CH:3]=1.[H-].[Na+].Cl[CH2:18][C:19]1[CH:38]=[CH:37][C:22]([CH2:23][O:24][C:25]2[CH:30]=[CH:29][C:28]([CH2:31][CH2:32][C:33]([O:35]C)=[O:34])=[CH:27][CH:26]=2)=[CH:21][CH:20]=1.Cl.[Br-].[CH2:41]([P+](C1C=CC=CC=1)(C1C=CC=CC=1)C1C=CC=CC=1)[C:42]1[CH:47]=[CH:46][CH:45]=[CH:44][CH:43]=1.C(=O)([O-])[O-].[K+].[K+]. (2) Given the product [C:1]1([N:7]2[C:11]([C:12]3[CH:17]=[CH:16][CH:15]=[C:14]([O:18][C:19]([F:22])([F:20])[F:21])[CH:13]=3)=[CH:10][C:9]([NH:23][C:30]([C@@H:27]3[CH2:26][C:25](=[O:24])[NH:29][CH2:28]3)=[O:31])=[N:8]2)[CH:2]=[CH:3][CH:4]=[CH:5][CH:6]=1, predict the reactants needed to synthesize it. The reactants are: [C:1]1([N:7]2[C:11]([C:12]3[CH:17]=[CH:16][CH:15]=[C:14]([O:18][C:19]([F:22])([F:21])[F:20])[CH:13]=3)=[CH:10][C:9]([NH2:23])=[N:8]2)[CH:6]=[CH:5][CH:4]=[CH:3][CH:2]=1.[O:24]=[C:25]1[NH:29][CH2:28][C@H:27]([C:30](O)=[O:31])[CH2:26]1.C1C=CC2N(O)N=NC=2C=1.CCN=C=NCCCN(C)C.Cl.C(=O)([O-])O.[Na+]. (3) Given the product [CH2:19]([N:13]1[CH2:14][CH2:15][NH:16][CH2:17][CH:12]1[CH2:11][CH2:10][OH:9])[C:20]1[CH:21]=[CH:22][CH:23]=[CH:24][CH:25]=1, predict the reactants needed to synthesize it. The reactants are: [H-].[Al+3].[Li+].[H-].[H-].[H-].C([O:9][C:10](=O)[CH2:11][CH:12]1[C:17](=O)[NH:16][CH2:15][CH2:14][N:13]1[CH2:19][C:20]1[CH:25]=[CH:24][CH:23]=[CH:22][CH:21]=1)C.[OH-].[Na+]. (4) Given the product [N:7]1[CH:12]=[CH:11][N:10]=[CH:9][C:8]=1[CH2:13][CH2:14][CH:15]=[O:18], predict the reactants needed to synthesize it. The reactants are: I([O-])(=O)(=O)=O.[Na+].[N:7]1[CH:12]=[CH:11][N:10]=[CH:9][C:8]=1[CH2:13][CH2:14][CH:15]([OH:18])CO. (5) Given the product [C:21]([O:20][C:18](=[O:19])[N:5]([C:6]1[S:7][CH:8]=[C:9]([C:11]2[CH:12]=[CH:13][C:14]([F:17])=[CH:15][CH:16]=2)[N:10]=1)[CH2:4][CH2:3][OH:2])([CH3:24])([CH3:22])[CH3:23], predict the reactants needed to synthesize it. The reactants are: C[O:2][C:3](=O)[CH2:4][N:5]([C:18]([O:20][C:21]([CH3:24])([CH3:23])[CH3:22])=[O:19])[C:6]1[S:7][CH:8]=[C:9]([C:11]2[CH:16]=[CH:15][C:14]([F:17])=[CH:13][CH:12]=2)[N:10]=1.[BH4-].[Li+].O. (6) The reactants are: Cl[CH2:2][C:3]1[N:12]([C:13]2[CH:18]=[CH:17][CH:16]=[CH:15][C:14]=2[Cl:19])[C:11](=[O:20])[C:10]2[C:5](=[CH:6][CH:7]=[CH:8][C:9]=2[CH3:21])[N:4]=1.[N:22]1[C:30]([NH2:31])=[C:29]2[C:25]([N:26]=[CH:27][NH:28]2)=[N:24][CH:23]=1.C([O-])([O-])=O.[K+].[K+]. Given the product [NH2:31][C:30]1[N:22]=[CH:23][N:24]=[C:25]2[C:29]=1[N:28]=[CH:27][N:26]2[CH2:2][C:3]1[N:12]([C:13]2[CH:18]=[CH:17][CH:16]=[CH:15][C:14]=2[Cl:19])[C:11](=[O:20])[C:10]2[C:5](=[CH:6][CH:7]=[CH:8][C:9]=2[CH3:21])[N:4]=1, predict the reactants needed to synthesize it.